This data is from NCI-60 drug combinations with 297,098 pairs across 59 cell lines. The task is: Regression. Given two drug SMILES strings and cell line genomic features, predict the synergy score measuring deviation from expected non-interaction effect. (1) Drug 1: C#CCC(CC1=CN=C2C(=N1)C(=NC(=N2)N)N)C3=CC=C(C=C3)C(=O)NC(CCC(=O)O)C(=O)O. Drug 2: CC1C(C(CC(O1)OC2CC(CC3=C2C(=C4C(=C3O)C(=O)C5=C(C4=O)C(=CC=C5)OC)O)(C(=O)CO)O)N)O.Cl. Cell line: OVCAR-4. Synergy scores: CSS=20.9, Synergy_ZIP=-3.74, Synergy_Bliss=-4.07, Synergy_Loewe=-5.22, Synergy_HSA=-2.73. (2) Drug 1: CC(C1=C(C=CC(=C1Cl)F)Cl)OC2=C(N=CC(=C2)C3=CN(N=C3)C4CCNCC4)N. Drug 2: C1CCC(CC1)NC(=O)N(CCCl)N=O. Cell line: RXF 393. Synergy scores: CSS=20.9, Synergy_ZIP=-1.74, Synergy_Bliss=4.75, Synergy_Loewe=5.45, Synergy_HSA=5.58. (3) Drug 1: C1=CC(=CC=C1C#N)C(C2=CC=C(C=C2)C#N)N3C=NC=N3. Drug 2: C1CN1P(=S)(N2CC2)N3CC3. Cell line: TK-10. Synergy scores: CSS=2.18, Synergy_ZIP=-0.580, Synergy_Bliss=1.98, Synergy_Loewe=-2.26, Synergy_HSA=-1.53. (4) Drug 1: C1CN(P(=O)(OC1)NCCCl)CCCl. Drug 2: CC1CCCC2(C(O2)CC(NC(=O)CC(C(C(=O)C(C1O)C)(C)C)O)C(=CC3=CSC(=N3)C)C)C. Cell line: RXF 393. Synergy scores: CSS=23.6, Synergy_ZIP=1.79, Synergy_Bliss=2.31, Synergy_Loewe=-22.2, Synergy_HSA=0.987. (5) Drug 1: C1CCC(C1)C(CC#N)N2C=C(C=N2)C3=C4C=CNC4=NC=N3. Drug 2: C#CCC(CC1=CN=C2C(=N1)C(=NC(=N2)N)N)C3=CC=C(C=C3)C(=O)NC(CCC(=O)O)C(=O)O. Cell line: SF-295. Synergy scores: CSS=6.79, Synergy_ZIP=-2.25, Synergy_Bliss=-1.06, Synergy_Loewe=0.342, Synergy_HSA=0.0666. (6) Drug 1: C1CCC(C1)C(CC#N)N2C=C(C=N2)C3=C4C=CNC4=NC=N3. Drug 2: CCN(CC)CCCC(C)NC1=C2C=C(C=CC2=NC3=C1C=CC(=C3)Cl)OC. Cell line: PC-3. Synergy scores: CSS=30.5, Synergy_ZIP=12.6, Synergy_Bliss=11.8, Synergy_Loewe=5.55, Synergy_HSA=10.3. (7) Drug 1: CC1OCC2C(O1)C(C(C(O2)OC3C4COC(=O)C4C(C5=CC6=C(C=C35)OCO6)C7=CC(=C(C(=C7)OC)O)OC)O)O. Drug 2: C1=C(C(=O)NC(=O)N1)F. Cell line: NCI/ADR-RES. Synergy scores: CSS=24.8, Synergy_ZIP=-6.21, Synergy_Bliss=-10.0, Synergy_Loewe=-11.4, Synergy_HSA=-10.0.